This data is from NCI-60 drug combinations with 297,098 pairs across 59 cell lines. The task is: Regression. Given two drug SMILES strings and cell line genomic features, predict the synergy score measuring deviation from expected non-interaction effect. (1) Cell line: HCT116. Synergy scores: CSS=59.0, Synergy_ZIP=4.19, Synergy_Bliss=0.452, Synergy_Loewe=-35.4, Synergy_HSA=0.0687. Drug 1: CCC1=C2CN3C(=CC4=C(C3=O)COC(=O)C4(CC)O)C2=NC5=C1C=C(C=C5)O. Drug 2: CC(C)CN1C=NC2=C1C3=CC=CC=C3N=C2N. (2) Drug 1: COC1=CC(=CC(=C1O)OC)C2C3C(COC3=O)C(C4=CC5=C(C=C24)OCO5)OC6C(C(C7C(O6)COC(O7)C8=CC=CS8)O)O. Drug 2: CC(C)(C#N)C1=CC(=CC(=C1)CN2C=NC=N2)C(C)(C)C#N. Cell line: OVCAR3. Synergy scores: CSS=4.77, Synergy_ZIP=-8.55, Synergy_Bliss=-2.79, Synergy_Loewe=-2.18, Synergy_HSA=-2.22. (3) Drug 1: CC1C(C(CC(O1)OC2CC(OC(C2O)C)OC3=CC4=CC5=C(C(=O)C(C(C5)C(C(=O)C(C(C)O)O)OC)OC6CC(C(C(O6)C)O)OC7CC(C(C(O7)C)O)OC8CC(C(C(O8)C)O)(C)O)C(=C4C(=C3C)O)O)O)O. Drug 2: C1CCC(C(C1)N)N.C(=O)(C(=O)[O-])[O-].[Pt+4]. Cell line: CAKI-1. Synergy scores: CSS=38.2, Synergy_ZIP=-3.44, Synergy_Bliss=-4.49, Synergy_Loewe=-0.299, Synergy_HSA=-0.0494. (4) Drug 1: C1C(C(OC1N2C=C(C(=O)NC2=O)F)CO)O. Drug 2: CC1C(C(CC(O1)OC2CC(OC(C2O)C)OC3=CC4=CC5=C(C(=O)C(C(C5)C(C(=O)C(C(C)O)O)OC)OC6CC(C(C(O6)C)O)OC7CC(C(C(O7)C)O)OC8CC(C(C(O8)C)O)(C)O)C(=C4C(=C3C)O)O)O)O. Cell line: MDA-MB-435. Synergy scores: CSS=53.9, Synergy_ZIP=-0.818, Synergy_Bliss=-0.874, Synergy_Loewe=-0.0301, Synergy_HSA=-1.64. (5) Drug 1: CN(C)C1=NC(=NC(=N1)N(C)C)N(C)C. Drug 2: CC(C)NC(=O)C1=CC=C(C=C1)CNNC.Cl. Cell line: HT29. Synergy scores: CSS=-2.07, Synergy_ZIP=3.56, Synergy_Bliss=7.19, Synergy_Loewe=-0.940, Synergy_HSA=0.734. (6) Drug 1: CN1CCC(CC1)COC2=C(C=C3C(=C2)N=CN=C3NC4=C(C=C(C=C4)Br)F)OC. Drug 2: CS(=O)(=O)OCCCCOS(=O)(=O)C. Cell line: COLO 205. Synergy scores: CSS=26.2, Synergy_ZIP=-5.13, Synergy_Bliss=-0.0540, Synergy_Loewe=-8.08, Synergy_HSA=-7.05. (7) Drug 1: CC1=C(C=C(C=C1)C(=O)NC2=CC(=CC(=C2)C(F)(F)F)N3C=C(N=C3)C)NC4=NC=CC(=N4)C5=CN=CC=C5. Drug 2: C1CCC(C(C1)N)N.C(=O)(C(=O)[O-])[O-].[Pt+4]. Cell line: 786-0. Synergy scores: CSS=13.8, Synergy_ZIP=-11.1, Synergy_Bliss=-6.59, Synergy_Loewe=-6.79, Synergy_HSA=-4.60. (8) Drug 1: C1CC2CC3=C(CC1C24CN(S(=O)(=O)N4)CC(F)(F)F)C=CC(=C3)C=CCN5CCC(CC5)C(F)(F)F. Synergy scores: CSS=5.48, Synergy_ZIP=1.91, Synergy_Bliss=5.80, Synergy_Loewe=2.72, Synergy_HSA=4.02. Drug 2: CC1CC2C3CCC4=CC(=O)C=CC4(C3(C(CC2(C1(C(=O)CO)O)C)O)F)C. Cell line: SW-620. (9) Drug 1: C1CCN(CC1)CCOC2=CC=C(C=C2)C(=O)C3=C(SC4=C3C=CC(=C4)O)C5=CC=C(C=C5)O. Drug 2: COC1=NC(=NC2=C1N=CN2C3C(C(C(O3)CO)O)O)N. Cell line: SF-539. Synergy scores: CSS=-5.56, Synergy_ZIP=2.17, Synergy_Bliss=0.928, Synergy_Loewe=-3.95, Synergy_HSA=-3.53. (10) Drug 1: CCCCCOC(=O)NC1=NC(=O)N(C=C1F)C2C(C(C(O2)C)O)O. Drug 2: C1=NC2=C(N=C(N=C2N1C3C(C(C(O3)CO)O)F)Cl)N. Cell line: MCF7. Synergy scores: CSS=-4.86, Synergy_ZIP=0.522, Synergy_Bliss=-2.72, Synergy_Loewe=-4.06, Synergy_HSA=-3.73.